Predict the reactants needed to synthesize the given product. From a dataset of Full USPTO retrosynthesis dataset with 1.9M reactions from patents (1976-2016). (1) Given the product [CH2:3]([O:7][C:8]1[CH:28]=[CH:27][C:11]([C:12]([NH:14][CH2:15][C@H:16]([N:21]2[CH2:22][CH2:23][CH2:24][CH2:25][CH2:26]2)[C:17]([OH:19])=[O:18])=[O:13])=[CH:10][CH:9]=1)[C:4]#[C:5][CH3:6], predict the reactants needed to synthesize it. The reactants are: [OH-].[Li+].[CH2:3]([O:7][C:8]1[CH:28]=[CH:27][C:11]([C:12]([NH:14][CH2:15][C@H:16]([N:21]2[CH2:26][CH2:25][CH2:24][CH2:23][CH2:22]2)[C:17]([O:19]C)=[O:18])=[O:13])=[CH:10][CH:9]=1)[C:4]#[C:5][CH3:6]. (2) Given the product [CH3:28][C:4]1[C:5]([CH:8]2[CH2:13][C:12]([CH3:27])([S:14]([C:17]3[CH:22]=[CH:21][CH:20]=[C:19]([C:23]([F:26])([F:25])[F:24])[CH:18]=3)(=[O:16])=[O:15])[CH2:11][CH2:10][O:9]2)=[N:6][CH:7]=[C:2]([S:39][CH3:38])[CH:3]=1, predict the reactants needed to synthesize it. The reactants are: Br[C:2]1[CH:3]=[C:4]([CH3:28])[C:5]([CH:8]2[CH2:13][C:12]([CH3:27])([S:14]([C:17]3[CH:22]=[CH:21][CH:20]=[C:19]([C:23]([F:26])([F:25])[F:24])[CH:18]=3)(=[O:16])=[O:15])[CH2:11][CH2:10][O:9]2)=[N:6][CH:7]=1.CCN(C(C)C)C(C)C.[CH3:38][S-:39].[Na+]. (3) Given the product [Cl:29][C:15]1[C:16]([NH:21][S:22]([CH2:25][CH2:26][CH2:27][F:28])(=[O:23])=[O:24])=[CH:17][CH:18]=[C:19]([Cl:20])[C:14]=1[NH:13][C:11]([C:8]1[C:4]2[N:5]=[CH:6][N:7]=[C:2]([CH3:30])[C:3]=2[S:10][CH:9]=1)=[O:12], predict the reactants needed to synthesize it. The reactants are: Cl[C:2]1[C:3]2[S:10][CH:9]=[C:8]([C:11]([NH:13][C:14]3[C:19]([Cl:20])=[CH:18][CH:17]=[C:16]([NH:21][S:22]([CH2:25][CH2:26][CH2:27][F:28])(=[O:24])=[O:23])[C:15]=3[Cl:29])=[O:12])[C:4]=2[N:5]=[CH:6][N:7]=1.[CH3:30][Al](C)C. (4) Given the product [ClH:1].[NH2:8][C:6]1[C:5]([CH:16]=[N:17][OH:18])=[CH:4][CH:3]=[C:2]([Cl:1])[N:7]=1, predict the reactants needed to synthesize it. The reactants are: [Cl:1][C:2]1[N:7]=[C:6]([NH:8]C(=O)OC(C)(C)C)[C:5]([CH:16]=[N:17][OH:18])=[CH:4][CH:3]=1.